From a dataset of Full USPTO retrosynthesis dataset with 1.9M reactions from patents (1976-2016). Predict the reactants needed to synthesize the given product. (1) Given the product [NH2:1][C@H:2]([C:13]([NH:15][C:16]1[CH:21]=[CH:20][CH:19]=[CH:18][CH:17]=1)=[O:14])[CH2:3][C:4]1[C:12]2[C:7](=[CH:8][CH:9]=[CH:10][CH:11]=2)[NH:6][CH:5]=1, predict the reactants needed to synthesize it. The reactants are: [NH:1](C(OCC1C=CC=CC=1)=O)[C@H:2]([C:13]([NH:15][C:16]1[CH:21]=[CH:20][CH:19]=[CH:18][CH:17]=1)=[O:14])[CH2:3][C:4]1[C:12]2[C:7](=[CH:8][CH:9]=[CH:10][CH:11]=2)[NH:6][CH:5]=1. (2) Given the product [CH:26]1([N:23]([CH2:16][CH2:17][CH2:18][OH:19])[C:9](=[O:10])[O:11][C:12]([CH3:13])([CH3:14])[CH3:15])[CH2:27][CH2:28]1, predict the reactants needed to synthesize it. The reactants are: [C:9](O[C:9]([O:11][C:12]([CH3:15])([CH3:14])[CH3:13])=[O:10])([O:11][C:12]([CH3:15])([CH3:14])[CH3:13])=[O:10].[CH2:16]1C[O:19][CH2:18][CH2:17]1.C([N:23]([CH2:26][CH3:27])CC)C.[CH3:28]COCC. (3) Given the product [C:36]([O:7][CH2:8][CH2:9][CH2:10][CH2:11][CH2:12][CH2:13][CH2:14][CH2:15][CH2:16][CH2:17][CH2:18][O:19][C:20]1[CH:21]=[CH:22][C:23]([C:24]([OH:26])=[O:25])=[CH:27][CH:28]=1)(=[O:40])[C:37]([CH3:39])=[CH2:38], predict the reactants needed to synthesize it. The reactants are: O1CCOCC1.[OH:7][CH2:8][CH2:9][CH2:10][CH2:11][CH2:12][CH2:13][CH2:14][CH2:15][CH2:16][CH2:17][CH2:18][O:19][C:20]1[CH:28]=[CH:27][C:23]([C:24]([OH:26])=[O:25])=[CH:22][CH:21]=1.C(N(CC)CC)C.[C:36](Cl)(=[O:40])[C:37]([CH3:39])=[CH2:38]. (4) Given the product [CH2:9]([O:16][C:17]1[C:18]([F:28])=[C:19]([F:27])[C:20]([NH:4][C:3]2[CH:5]=[CH:6][CH:7]=[CH:8][C:2]=2[Cl:1])=[C:21]([CH:25]=1)[C:22]([OH:24])=[O:23])[C:10]1[CH:11]=[CH:12][CH:13]=[CH:14][CH:15]=1, predict the reactants needed to synthesize it. The reactants are: [Cl:1][C:2]1[CH:8]=[CH:7][CH:6]=[CH:5][C:3]=1[NH2:4].[CH2:9]([O:16][C:17]1[C:18]([F:28])=[C:19]([F:27])[C:20](F)=[C:21]([CH:25]=1)[C:22]([OH:24])=[O:23])[C:10]1[CH:15]=[CH:14][CH:13]=[CH:12][CH:11]=1.[Li+].C[Si]([N-][Si](C)(C)C)(C)C. (5) Given the product [C:1]([O:4][C:5]1[CH:10]=[CH:9][CH:8]=[CH:7][C:6]=1[C:11]1[N:21]2[C:16]([CH:17]=[N:18][C:19]([NH:22][C:23]3[CH:28]=[C:27]([O:29][CH3:30])[C:26]([O:31][CH3:32])=[C:25]([O:33][CH3:34])[CH:24]=3)=[N:20]2)=[C:14]([CH3:15])[N:13]=1)(=[O:3])[CH3:2], predict the reactants needed to synthesize it. The reactants are: [C:1]([O:4][C:5]1[CH:10]=[CH:9][CH:8]=[CH:7][C:6]=1[C:11]([NH:13][CH:14]([C:16]1[N:21]=[N:20][C:19]([NH:22][C:23]2[CH:28]=[C:27]([O:29][CH3:30])[C:26]([O:31][CH3:32])=[C:25]([O:33][CH3:34])[CH:24]=2)=[N:18][CH:17]=1)[CH3:15])=O)(=[O:3])[CH3:2].P(Cl)(Cl)(Cl)=O. (6) Given the product [CH3:19][C:16]1([CH3:18])[C:15]([CH3:20])([CH3:21])[O:14][B:13]([C:2]2[CH:7]=[CH:6][C:5]([C:29]3([OH:31])[CH2:30][O:27][CH2:28]3)=[CH:4][CH:3]=2)[O:17]1, predict the reactants needed to synthesize it. The reactants are: Br[C:2]1[CH:7]=[CH:6][C:5](Br)=[CH:4][CH:3]=1.C(O[B:13]1[O:17][C:16]([CH3:19])([CH3:18])[C:15]([CH3:21])([CH3:20])[O:14]1)(C)C.[Li]C(C)(C)C.[O:27]1[CH2:30][C:29](=[O:31])[CH2:28]1.[NH4+].[Cl-].